This data is from Forward reaction prediction with 1.9M reactions from USPTO patents (1976-2016). The task is: Predict the product of the given reaction. The product is: [Cl:20][C:6]1[CH:5]=[CH:14][N:12]=[C:13]2[NH:1][CH:9]=[CH:8][C:7]=12. Given the reactants [N+:1]1([O-])NC=C2[C:9]=1[CH:8]=[CH:7][CH:6]=[CH:5]2.C[N:12]([CH:14]=O)[CH3:13].CS([Cl:20])(=O)=O, predict the reaction product.